Task: Predict the product of the given reaction.. Dataset: Forward reaction prediction with 1.9M reactions from USPTO patents (1976-2016) (1) The product is: [CH:23]1([C:28]2[C:29]([C:30]#[N:31])=[C:15]([C:16]3[CH:21]=[CH:20][CH:19]=[CH:18][CH:17]=3)[C:13]3[CH2:12][CH2:11][CH2:10][NH:9][C:8](=[O:14])[C:7]=3[N:1]=2)[CH2:27][CH2:26][CH2:25][CH2:24]1. Given the reactants [N:1]1([C:7]2[C:8](=[O:14])[NH:9][CH2:10][CH2:11][CH2:12][CH:13]=2)CCCCC1.[CH:15](=O)[C:16]1[CH:21]=[CH:20][CH:19]=[CH:18][CH:17]=1.[CH:23]1([C:28](=O)[CH2:29][C:30]#[N:31])[CH2:27][CH2:26][CH2:25][CH2:24]1.C([O-])(=O)C.[NH4+], predict the reaction product. (2) The product is: [CH2:26]1[C:34]2[C:29](=[CH:30][C:31]([NH:35][C:2]3[C:11]4=[N:12][NH:13][CH:14]=[C:10]4[C:9]4[CH:8]=[C:7]([O:24][CH3:25])[CH:6]=[CH:5][C:4]=4[N:3]=3)=[CH:32][CH:33]=2)[CH2:28][O:27]1. Given the reactants Cl[C:2]1[C:11]2=[N:12][N:13](CC3C=CC(OC)=CC=3)[CH:14]=[C:10]2[C:9]2[CH:8]=[C:7]([O:24][CH3:25])[CH:6]=[CH:5][C:4]=2[N:3]=1.[CH2:26]1[C:34]2[C:29](=[CH:30][C:31]([NH2:35])=[CH:32][CH:33]=2)[CH2:28][O:27]1.Cl, predict the reaction product. (3) Given the reactants [C:1]([O:8][CH2:9][CH3:10])(=[O:7])[C:2](OCC)=O.[C:11]1([S:17]([N:20]2[CH:24]=[CH:23][CH:22]=[C:21]2[C:25](=O)[CH3:26])(=[O:19])=[O:18])[CH:16]=[CH:15][CH:14]=[CH:13][CH:12]=1.[O-]CC.[Na+].Cl.[NH:33]([C:35]1[CH:36]=[CH:37][C:38]([O:41][CH3:42])=[N:39][CH:40]=1)[NH2:34], predict the reaction product. The product is: [CH3:42][O:41][C:38]1[N:39]=[CH:40][C:35]([N:33]2[C:25]([C:21]3[N:20]([S:17]([C:11]4[CH:16]=[CH:15][CH:14]=[CH:13][CH:12]=4)(=[O:19])=[O:18])[CH:24]=[CH:23][CH:22]=3)=[CH:26][C:2]([C:1]([O:8][CH2:9][CH3:10])=[O:7])=[N:34]2)=[CH:36][CH:37]=1. (4) Given the reactants C([NH:18][C@H:19]([C:31]([OH:33])=[O:32])[CH2:20][CH2:21][CH2:22][NH:23][C:24]([O:26][C:27]([CH3:30])([CH3:29])[CH3:28])=[O:25])(OCC1C2C(=CC=CC=2)C2C1=CC=CC=2)=O.C(NCC)C, predict the reaction product. The product is: [C:24]([NH:23][CH2:22][CH2:21][CH2:20][C@@H:19]([C:31]([OH:33])=[O:32])[NH2:18])([O:26][C:27]([CH3:30])([CH3:29])[CH3:28])=[O:25]. (5) Given the reactants [CH2:1]([O:8][C:9]1[CH:17]=[CH:16][C:12]([C:13]([OH:15])=[O:14])=[CH:11][CH:10]=1)[CH2:2][CH2:3][CH2:4][CH2:5][CH2:6][CH3:7].C1C=CC2N(O)N=NC=2C=1.C(Cl)CCl.[C:32]([C:36]1[CH:61]=[CH:60][C:39]([C:40]([NH:42][C@@H:43]([CH2:48][C:49]2[CH:54]=[CH:53][C:52](/[C:55](=[N:58]/[H])/[NH:56]O)=[CH:51][CH:50]=2)[C:44]([O:46][CH3:47])=[O:45])=[O:41])=[CH:38][CH:37]=1)([CH3:35])([CH3:34])[CH3:33], predict the reaction product. The product is: [C:32]([C:36]1[CH:61]=[CH:60][C:39]([C:40]([NH:42][C@@H:43]([CH2:48][C:49]2[CH:50]=[CH:51][C:52]([C:55](=[NH:56])[NH:58][O:14][C:13](=[O:15])[C:12]3[CH:16]=[CH:17][C:9]([O:8][CH2:1][CH2:2][CH2:3][CH2:4][CH2:5][CH2:6][CH3:7])=[CH:10][CH:11]=3)=[CH:53][CH:54]=2)[C:44]([O:46][CH3:47])=[O:45])=[O:41])=[CH:38][CH:37]=1)([CH3:35])([CH3:33])[CH3:34]. (6) Given the reactants C([N:20]1[CH:24]=[CH:23][N:22]=[C:21]1[CH:25](O)[CH2:26][CH3:27])(C1C=CC=CC=1)(C1C=CC=CC=1)C1C=CC=CC=1.C[OH:30], predict the reaction product. The product is: [NH:20]1[CH:24]=[CH:23][N:22]=[C:21]1[CH2:25][C@@H:26]([OH:30])[CH3:27].